Dataset: Catalyst prediction with 721,799 reactions and 888 catalyst types from USPTO. Task: Predict which catalyst facilitates the given reaction. (1) Reactant: [H-].[Na+].[O:3]=[C:4]1[C:9]([C:10]([O:12][CH3:13])=[O:11])=[CH:8][CH:7]=[C:6]([C:14]2[CH:19]=[CH:18][CH:17]=[CH:16][CH:15]=2)[NH:5]1.[CH2:20](Br)[C:21]1[CH:26]=[CH:25][CH:24]=[CH:23][CH:22]=1. Product: [CH2:20]([N:5]1[C:6]([C:14]2[CH:19]=[CH:18][CH:17]=[CH:16][CH:15]=2)=[CH:7][CH:8]=[C:9]([C:10]([O:12][CH3:13])=[O:11])[C:4]1=[O:3])[C:21]1[CH:26]=[CH:25][CH:24]=[CH:23][CH:22]=1. The catalyst class is: 3. (2) Reactant: [C:1]([C:3]1[CH:4]=[C:5]([C:15]2[O:19][N:18]=[C:17]([C:20]3[CH:37]=[CH:36][C:23]4[CH2:24][CH2:25][N:26](C(OC(C)(C)C)=O)[CH2:27][CH2:28][C:22]=4[CH:21]=3)[N:16]=2)[CH:6]=[CH:7][C:8]=1[N:9]1[CH2:13][CH2:12][CH:11]([F:14])[CH2:10]1)#[N:2].FC(F)(F)C(O)=O. Product: [F:14][CH:11]1[CH2:12][CH2:13][N:9]([C:8]2[CH:7]=[CH:6][C:5]([C:15]3[O:19][N:18]=[C:17]([C:20]4[CH:37]=[CH:36][C:23]5[CH2:24][CH2:25][NH:26][CH2:27][CH2:28][C:22]=5[CH:21]=4)[N:16]=3)=[CH:4][C:3]=2[C:1]#[N:2])[CH2:10]1. The catalyst class is: 2.